From a dataset of Forward reaction prediction with 1.9M reactions from USPTO patents (1976-2016). Predict the product of the given reaction. (1) Given the reactants [NH2:1][C:2]1[C:3](=[O:16])[NH:4][C:5](=[S:15])[N:6]([CH2:9][CH:10]([O:12][CH2:13][CH3:14])[CH3:11])[C:7]=1[NH2:8].[CH:17](O)=O, predict the reaction product. The product is: [CH2:13]([O:12][CH:10]([CH3:11])[CH2:9][N:6]1[C:7]2[N:8]=[CH:17][NH:1][C:2]=2[C:3](=[O:16])[NH:4][C:5]1=[S:15])[CH3:14]. (2) The product is: [I-:20].[NH2:24][C:23]1[CH:22]=[C:21]([P+:7]([C:8]2[CH:9]=[CH:10][CH:11]=[CH:12][CH:13]=2)([C:14]2[CH:19]=[CH:18][CH:17]=[CH:16][CH:15]=2)[C:1]2[CH:2]=[CH:3][CH:4]=[CH:5][CH:6]=2)[CH:27]=[CH:26][CH:25]=1. Given the reactants [C:1]1([P:7]([C:14]2[CH:19]=[CH:18][CH:17]=[CH:16][CH:15]=2)[C:8]2[CH:13]=[CH:12][CH:11]=[CH:10][CH:9]=2)[CH:6]=[CH:5][CH:4]=[CH:3][CH:2]=1.[I:20][C:21]1[CH:22]=[C:23]([CH:25]=[CH:26][CH:27]=1)[NH2:24], predict the reaction product.